Predict which catalyst facilitates the given reaction. From a dataset of Catalyst prediction with 721,799 reactions and 888 catalyst types from USPTO. (1) Reactant: [F:1][C:2]([F:23])([F:22])[C:3]1[CH:17]=[C:16]([C:18]([F:21])([F:20])[F:19])[CH:15]=[CH:14][C:4]=1[CH2:5][N:6]1[CH2:11][CH2:10][CH:9]([CH:12]=O)[CH2:8][CH2:7]1.[CH2:24]([N:26]([CH2:39][CH3:40])[CH2:27][CH2:28][O:29][CH2:30][CH2:31][NH:32][C:33]1[CH2:37][S:36][C:35](=[O:38])[N:34]=1)[CH3:25].C([O-])(=O)C.[NH2+]1CCCCC1. Product: [F:23][C:2]([F:1])([F:22])[C:3]1[CH:17]=[C:16]([C:18]([F:21])([F:20])[F:19])[CH:15]=[CH:14][C:4]=1[CH2:5][N:6]1[CH2:11][CH2:10][CH:9](/[CH:12]=[C:37]2/[C:33]([NH:32][CH2:31][CH2:30][O:29][CH2:28][CH2:27][N:26]([CH2:24][CH3:25])[CH2:39][CH3:40])=[N:34][C:35](=[O:38])[S:36]/2)[CH2:8][CH2:7]1. The catalyst class is: 41. (2) Reactant: [NH2:1][C:2]1[CH:11]=[C:10]([O:12][CH:13]([CH3:15])[CH3:14])[C:9]([O:16][CH3:17])=[CH:8][C:3]=1[C:4]([O:6][CH3:7])=[O:5].[CH3:18][O:19][C:20]1[CH:27]=[CH:26][C:23]([CH:24]=O)=[CH:22][CH:21]=1.CN(C)C=O.C(O[BH-](OC(=O)C)OC(=O)C)(=O)C.[Na+]. Product: [CH:13]([O:12][C:10]1[C:9]([O:16][CH3:17])=[CH:8][C:3]([C:4]([O:6][CH3:7])=[O:5])=[C:2]([NH:1][CH2:24][C:23]2[CH:26]=[CH:27][C:20]([O:19][CH3:18])=[CH:21][CH:22]=2)[CH:11]=1)([CH3:14])[CH3:15]. The catalyst class is: 15.